Dataset: Reaction yield outcomes from USPTO patents with 853,638 reactions. Task: Predict the reaction yield, written as a fraction of the theoretical maximum amount of product (1.0 means a 100% yield; for example, 0.34 means a 34% yield). (1) The reactants are [N:1]1[C:14]2[C:5](=[C:6]3[C:11](=[CH:12][CH:13]=2)[CH2:10][CH2:9][C@@H:8]([CH2:15][OH:16])[O:7]3)[CH:4]=[CH:3][CH:2]=1.[C:17]1([CH3:27])[CH:22]=[CH:21][C:20]([S:23](Cl)(=[O:25])=[O:24])=[CH:19][CH:18]=1. The catalyst is N1C=CC=CC=1. The product is [N:1]1[C:14]2[C:5](=[C:6]3[C:11](=[CH:12][CH:13]=2)[CH2:10][CH2:9][C@@H:8]([CH2:15][O:16][S:23]([C:20]2[CH:21]=[CH:22][C:17]([CH3:27])=[CH:18][CH:19]=2)(=[O:25])=[O:24])[O:7]3)[CH:4]=[CH:3][CH:2]=1. The yield is 0.960. (2) The reactants are [Br:1][C:2]1[N:6]=[CH:5][NH:4][N:3]=1.C([O-])([O-])=O.[Cs+].[Cs+].CS(C)=O.I[C:18]1[CH:23]=[CH:22][C:21]([O:24][C:25]([F:28])([F:27])[F:26])=[CH:20][CH:19]=1. The catalyst is CCOC(C)=O.[Cu]I. The product is [Br:1][C:2]1[N:6]=[CH:5][N:4]([C:18]2[CH:19]=[CH:20][C:21]([O:24][C:25]([F:26])([F:27])[F:28])=[CH:22][CH:23]=2)[N:3]=1. The yield is 0.730. (3) The reactants are S([Cl:11])(C1C=CC(C)=CC=1)(=O)=O.[CH3:12][C:13]1[C:18]([CH3:19])=[CH:17][C:16]([CH3:20])=[CH:15][N+:14]=1[O-].C(N(CC)CC)C. The yield is 0.661. The product is [Cl:11][CH2:12][C:13]1[C:18]([CH3:19])=[CH:17][C:16]([CH3:20])=[CH:15][N:14]=1. The catalyst is C(Cl)Cl.